Dataset: Forward reaction prediction with 1.9M reactions from USPTO patents (1976-2016). Task: Predict the product of the given reaction. (1) Given the reactants [NH2:1]/[C:2](=[N:16]\[OH:17])/[C@H:3]1[CH2:7][CH2:6][C@H:5]([NH:8][C:9](=[O:15])[O:10][C:11]([CH3:14])([CH3:13])[CH3:12])[CH2:4]1.CCN(C(C)C)C(C)C.[C:27](Cl)(=[O:34])[C:28]1[CH:33]=[CH:32][CH:31]=[CH:30][CH:29]=1, predict the reaction product. The product is: [NH2:1]/[C:2](=[N:16]\[O:17][C:27](=[O:34])[C:28]1[CH:33]=[CH:32][CH:31]=[CH:30][CH:29]=1)/[C@H:3]1[CH2:7][CH2:6][C@H:5]([NH:8][C:9](=[O:15])[O:10][C:11]([CH3:12])([CH3:13])[CH3:14])[CH2:4]1. (2) Given the reactants [NH2:1][C:2]1[N:6]([CH3:7])[C:5](=[O:8])[C:4]([C:21]2[CH:26]=[CH:25][C:24]([F:27])=[C:23](Br)[CH:22]=2)([C:9]2[CH:14]=[CH:13][C:12]([S:15]([F:20])([F:19])([F:18])([F:17])[F:16])=[CH:11][CH:10]=2)[N:3]=1.[CH3:29][O:30][C:31]1[CH:32]=[N:33][CH:34]=[C:35](B2OC(C)(C)C(C)(C)O2)[CH:36]=1, predict the reaction product. The product is: [NH2:1][C:2]1[N:6]([CH3:7])[C:5](=[O:8])[C:4]([C:21]2[CH:26]=[CH:25][C:24]([F:27])=[C:23]([C:35]3[CH:34]=[N:33][CH:32]=[C:31]([O:30][CH3:29])[CH:36]=3)[CH:22]=2)([C:9]2[CH:14]=[CH:13][C:12]([S:15]([F:20])([F:19])([F:18])([F:17])[F:16])=[CH:11][CH:10]=2)[N:3]=1. (3) Given the reactants [F:1][C:2]1[CH:3]=[C:4]([CH:6]=[C:7]([F:19])[C:8]=1[O:9][C:10]1[CH:15]=[CH:14][N:13]=[C:12]2[NH:16][CH:17]=[CH:18][C:11]=12)[NH2:5].C(N(CC)CC)C.[C:27](Cl)(=[O:29])[CH3:28].C(=O)(O)[O-].[Na+].C[O-].[Na+], predict the reaction product. The product is: [F:19][C:7]1[CH:6]=[C:4]([NH:5][C:27](=[O:29])[CH3:28])[CH:3]=[C:2]([F:1])[C:8]=1[O:9][C:10]1[CH:15]=[CH:14][N:13]=[C:12]2[NH:16][CH:17]=[CH:18][C:11]=12. (4) The product is: [CH3:1][C:2]1([CH3:11])[C:10]2[C:5](=[CH:6][C:7]([S:12]([OH:15])(=[O:14])=[O:13])=[CH:8][CH:9]=2)[NH:4][CH2:3]1. Given the reactants [CH3:1][C:2]1([CH3:11])[C:10]2[C:5](=[CH:6][CH:7]=[CH:8][CH:9]=2)[NH:4][CH2:3]1.[S:12](=O)(=[O:15])([OH:14])[OH:13], predict the reaction product. (5) The product is: [CH2:26]1[CH2:1][O:2][C:3]2([CH2:20][CH2:19][C@@:18]3([CH3:21])[C@@:5]([OH:30])([CH2:6][CH2:7][C@@H:8]4[C@@H:17]3[CH2:16][CH2:15][C@@:13]3([CH3:14])[C@H:9]4[CH2:10][CH2:11][C@@H:12]3[OH:22])[C:4]2([CH3:24])[CH3:23])[O:25]1. Given the reactants [CH2:1]1[CH2:26][O:25][C:3]2([CH2:20][CH2:19][C@@:18]3([CH3:21])[C:5](=[CH:6][CH2:7][C@@H:8]4[C@@H:17]3[CH2:16][CH2:15][C@@:13]3([CH3:14])[C@H:9]4[CH2:10][CH2:11][C@@H:12]3[OH:22])[C:4]2([CH3:24])[CH3:23])[O:2]1.C1C[O:30]CC1, predict the reaction product. (6) Given the reactants [C:1]1([C:8]2[CH:13]=[CH:12][C:11]([CH2:14][CH2:15][C:16]([CH3:32])([S:28]([CH3:31])(=[O:30])=[O:29])[C:17]([NH:19][O:20]C(OC)CCCC)=[O:18])=[CH:10][CH:9]=2)[CH2:7][CH2:6][CH2:5][CH2:4][CH2:3][CH:2]=1.Cl.CO, predict the reaction product. The product is: [C:1]1([C:8]2[CH:13]=[CH:12][C:11]([CH2:14][CH2:15][C:16]([CH3:32])([S:28]([CH3:31])(=[O:30])=[O:29])[C:17]([NH:19][OH:20])=[O:18])=[CH:10][CH:9]=2)[CH2:7][CH2:6][CH2:5][CH2:4][CH2:3][CH:2]=1. (7) Given the reactants [NH2:1][C:2]1[CH:7]=[CH:6][C:5]([C:8]2[C:16]3[C:11](=[N:12][CH:13]=[N:14][C:15]=3[NH2:17])[N:10]([C@H:18]3[CH2:23][CH2:22][C@H:21]([N:24]4[CH2:29][CH2:28][N:27]([CH3:30])[CH2:26][CH2:25]4)[CH2:20][CH2:19]3)[N:9]=2)=[CH:4][C:3]=1[O:31][CH3:32].[C:33]1([C@@H:39]2[CH2:41][C@H:40]2[C:42](Cl)=[O:43])[CH:38]=[CH:37][CH:36]=[CH:35][CH:34]=1, predict the reaction product. The product is: [NH2:17][C:15]1[N:14]=[CH:13][N:12]=[C:11]2[N:10]([C@H:18]3[CH2:23][CH2:22][C@H:21]([N:24]4[CH2:25][CH2:26][N:27]([CH3:30])[CH2:28][CH2:29]4)[CH2:20][CH2:19]3)[N:9]=[C:8]([C:5]3[CH:6]=[CH:7][C:2]([NH:1][C:42]([C@H:40]4[CH2:41][C@@H:39]4[C:33]4[CH:38]=[CH:37][CH:36]=[CH:35][CH:34]=4)=[O:43])=[C:3]([O:31][CH3:32])[CH:4]=3)[C:16]=12. (8) The product is: [Cl:3][C:4]1[CH:5]=[C:6]([CH:10]([OH:29])[CH:11]([CH2:17][C:18]2[CH:19]=[CH:20][C:21]3[O:25][CH2:24][C:23]([CH3:26])([CH3:27])[C:22]=3[CH:28]=2)[C:12]([O:14][CH2:15][CH3:16])=[O:13])[CH:7]=[CH:8][CH:9]=1. Given the reactants [BH4-].[Na+].[Cl:3][C:4]1[CH:5]=[C:6]([C:10](=[O:29])[CH:11]([CH2:17][C:18]2[CH:19]=[CH:20][C:21]3[O:25][CH2:24][C:23]([CH3:27])([CH3:26])[C:22]=3[CH:28]=2)[C:12]([O:14][CH2:15][CH3:16])=[O:13])[CH:7]=[CH:8][CH:9]=1, predict the reaction product.